From a dataset of Forward reaction prediction with 1.9M reactions from USPTO patents (1976-2016). Predict the product of the given reaction. (1) The product is: [F:19][C:16]1[N:15]=[CH:14][C:13]([O:12][C:5]2[CH:6]=[CH:7][CH:8]=[C:9]3[C:4]=2[N:3]=[C:2]([NH:47][C:44]2[CH:45]=[CH:46][C:41]([S:39]([NH2:49])(=[O:40])=[O:48])=[CH:42][CH:43]=2)[N:11]=[CH:10]3)=[CH:18][CH:17]=1. Given the reactants Cl[C:2]1[N:11]=[CH:10][C:9]2[C:4](=[C:5]([O:12][C:13]3[CH:14]=[N:15][C:16]([F:19])=[CH:17][CH:18]=3)[CH:6]=[CH:7][CH:8]=2)[N:3]=1.BrC1N=CC2C(=C(OC3C=NC(F)=CC=3)C=CC=2)N=1.[S:39]([NH2:49])(=[O:48])([C:41]1[CH:46]=[CH:45][C:44]([NH2:47])=[CH:43][CH:42]=1)=[O:40], predict the reaction product. (2) Given the reactants Br[CH2:2][C:3]1[CH:8]=[CH:7][C:6]([N:9]2[CH:14]=[C:13]([Cl:15])[CH:12]=[CH:11][C:10]2=[O:16])=[CH:5][CH:4]=1.C(N1C=[C:39]([CH2:41][C:42]2[CH:49]=[CH:48][C:45]([C:46]#[N:47])=[CH:44][CH:43]=2)[N:38]=[CH:37]1)(C1C=CC=CC=1)(C1C=CC=CC=1)C1C=CC=CC=1.CO.C[C:53]#[N:54], predict the reaction product. The product is: [Cl:15][C:13]1[CH:12]=[CH:11][C:10](=[O:16])[N:9]([C:6]2[CH:7]=[CH:8][C:3]([CH2:2][N:38]3[CH:37]=[CH:53][N:54]=[C:39]3[CH2:41][C:42]3[CH:43]=[CH:44][C:45]([C:46]#[N:47])=[CH:48][CH:49]=3)=[CH:4][CH:5]=2)[CH:14]=1.